This data is from Forward reaction prediction with 1.9M reactions from USPTO patents (1976-2016). The task is: Predict the product of the given reaction. (1) Given the reactants [OH:1][CH:2]1[CH2:7][CH2:6][NH:5][CH2:4][CH2:3]1.[C:8]([CH2:11][N:12]1[C:21]2[C:16](=[CH:17][CH:18]=[CH:19][CH:20]=2)[CH2:15][CH:14]([NH:22][C:23]([C:25]2[NH:29][C:28]3[S:30][C:31]([Cl:33])=[CH:32][C:27]=3[CH:26]=2)=[O:24])[C:13]1=[O:34])(O)=[O:9].CCN=C=NCCCN(C)C.CN(C=O)C, predict the reaction product. The product is: [Cl:33][C:31]1[S:30][C:28]2[NH:29][C:25]([C:23]([NH:22][CH:14]3[CH2:15][C:16]4[C:21](=[CH:20][CH:19]=[CH:18][CH:17]=4)[N:12]([CH2:11][C:8]([N:5]4[CH2:6][CH2:7][CH:2]([OH:1])[CH2:3][CH2:4]4)=[O:9])[C:13]3=[O:34])=[O:24])=[CH:26][C:27]=2[CH:32]=1. (2) The product is: [CH3:24][O:25][C:26](=[O:59])[NH:27][CH:28]([C:32]([N:34]1[CH2:38][CH2:37][CH2:36][CH:35]1[C:39]1[NH:40][C:41]([C:44]2[CH:45]=[CH:46][C:47]([C:19]3[CH:20]=[CH:21][C:16]([C:14](=[O:15])[CH2:13][NH:12][C:11]([O:10][C:6]([CH3:9])([CH3:8])[CH3:7])=[O:23])=[CH:17][CH:18]=3)=[CH:48][CH:49]=2)=[CH:42][N:43]=1)=[O:33])[CH:29]([CH3:31])[CH3:30]. Given the reactants COC(=O)N.[C:6]([O:10][C:11](=[O:23])[NH:12][CH2:13][C:14]([C:16]1[CH:21]=[CH:20][C:19](Br)=[CH:18][CH:17]=1)=[O:15])([CH3:9])([CH3:8])[CH3:7].[CH3:24][O:25][C:26](=[O:59])[NH:27][CH:28]([C:32]([N:34]1[CH2:38][CH2:37][CH2:36][CH:35]1[C:39]1[NH:40][C:41]([C:44]2[CH:49]=[CH:48][C:47](B3OC(C)(C)C(C)(C)O3)=[CH:46][CH:45]=2)=[CH:42][N:43]=1)=[O:33])[CH:29]([CH3:31])[CH3:30].C(=O)([O-])[O-].[K+].[K+], predict the reaction product. (3) The product is: [Cl:21][C:15]1[CH:14]=[C:13]([CH3:18])[N:12]=[C:11](/[CH:10]=[CH:9]/[C:3]2[CH:4]=[CH:5][C:6]([Cl:8])=[CH:7][C:2]=2[Cl:1])[N:16]=1. Given the reactants [Cl:1][C:2]1[CH:7]=[C:6]([Cl:8])[CH:5]=[CH:4][C:3]=1/[CH:9]=[CH:10]/[C:11]1[N:16]=[C:15](O)[CH:14]=[C:13]([CH3:18])[N:12]=1.O=P(Cl)(Cl)[Cl:21], predict the reaction product. (4) Given the reactants N1[CH:6]=[CH:5][CH:4]=[CH:3][CH:2]=1.Cl.CN(C)[CH2:10][CH2:11][CH2:12][N:13]=[C:14]=NCC.[N:19]1([C:25]2[N:26]=[C:27]([CH2:32][C:33]([O-:35])=O)[NH:28][C:29](=[O:31])[CH:30]=2)[CH2:24][CH2:23][O:22][CH2:21][CH2:20]1.[Na+].O.[CH3:38]N(C)C=O, predict the reaction product. The product is: [N:19]1([C:25]2[N:26]=[C:27]([CH2:32][C:33](=[O:35])[N:13]3[C:14]4[C:2](=[CH:3][CH:4]=[CH:5][CH:6]=4)[C:11]4([CH2:10][CH2:38]4)[CH2:12]3)[NH:28][C:29](=[O:31])[CH:30]=2)[CH2:20][CH2:21][O:22][CH2:23][CH2:24]1. (5) The product is: [O:38]=[C:34]1[CH:33]=[C:32]([O:31][CH2:30][C:27]2[CH:26]=[CH:25][C:24]([C:23]([F:40])([F:22])[F:39])=[CH:29][N:28]=2)[CH:37]=[CH:36][N:35]1[C:2]1[CH:7]=[CH:6][C:5]2[C:8]3[CH2:9][N:10]([C:15]([O:17][C:18]([CH3:21])([CH3:20])[CH3:19])=[O:16])[CH2:11][CH2:12][C:13]=3[O:14][C:4]=2[CH:3]=1. Given the reactants Br[C:2]1[CH:7]=[CH:6][C:5]2[C:8]3[CH2:9][N:10]([C:15]([O:17][C:18]([CH3:21])([CH3:20])[CH3:19])=[O:16])[CH2:11][CH2:12][C:13]=3[O:14][C:4]=2[CH:3]=1.[F:22][C:23]([F:40])([F:39])[C:24]1[CH:25]=[CH:26][C:27]([CH2:30][O:31][C:32]2[CH:37]=[CH:36][NH:35][C:34](=[O:38])[CH:33]=2)=[N:28][CH:29]=1, predict the reaction product. (6) Given the reactants C([O:3][C:4]([C:6]1[CH:10]=[C:9]([O:11][CH2:12][C:13]([N:15]2[CH2:19][CH2:18][CH2:17][C@H:16]2[C:20](=[O:25])[NH:21][CH2:22][CH2:23][F:24])=[O:14])[N:8]([C:26]2[CH:31]=[CH:30][CH:29]=[CH:28][CH:27]=2)[N:7]=1)=[O:5])C.[OH-].[Na+], predict the reaction product. The product is: [F:24][CH2:23][CH2:22][NH:21][C:20]([C@@H:16]1[CH2:17][CH2:18][CH2:19][N:15]1[C:13](=[O:14])[CH2:12][O:11][C:9]1[N:8]([C:26]2[CH:31]=[CH:30][CH:29]=[CH:28][CH:27]=2)[N:7]=[C:6]([C:4]([OH:5])=[O:3])[CH:10]=1)=[O:25]. (7) The product is: [F:27][C:24]1[CH:25]=[CH:26][C:21]([N:18]2[CH2:19][CH2:20][N:15]([C:13]([C@@H:9]3[CH2:10][CH2:11][CH2:12][NH:8]3)=[O:14])[CH2:16][CH2:17]2)=[CH:22][C:23]=1[C:28]1[N:32]([CH3:33])[C:31]2[CH:34]=[CH:35][CH:36]=[CH:37][C:30]=2[N:29]=1. Given the reactants C(OC([N:8]1[CH2:12][CH2:11][CH2:10][C@H:9]1[C:13]([N:15]1[CH2:20][CH2:19][N:18]([C:21]2[CH:26]=[CH:25][C:24]([F:27])=[C:23]([C:28]3[N:32]([CH3:33])[C:31]4[CH:34]=[CH:35][CH:36]=[CH:37][C:30]=4[N:29]=3)[CH:22]=2)[CH2:17][CH2:16]1)=[O:14])=O)(C)(C)C, predict the reaction product. (8) Given the reactants Cl[C:2]([O:4][CH2:5][CH3:6])=[O:3].C[Si](C)(C)[N-][Si](C)(C)C.[Li+].[O:17]([CH2:35][C:36]1([C@H:39]2[CH2:43][C:42](=[O:44])[N:41]([C@H:45]([C:47]3[CH:52]=[CH:51][CH:50]=[CH:49][CH:48]=3)[CH3:46])[CH2:40]2)[CH2:38][CH2:37]1)[Si:18]([C:31]([CH3:34])([CH3:33])[CH3:32])([C:25]1[CH:30]=[CH:29][CH:28]=[CH:27][CH:26]=1)[C:19]1[CH:24]=[CH:23][CH:22]=[CH:21][CH:20]=1, predict the reaction product. The product is: [CH2:5]([O:4][C:2]([CH:43]1[C:42](=[O:44])[N:41]([C@H:45]([C:47]2[CH:52]=[CH:51][CH:50]=[CH:49][CH:48]=2)[CH3:46])[CH2:40][C@H:39]1[C:36]1([CH2:35][O:17][Si:18]([C:31]([CH3:32])([CH3:34])[CH3:33])([C:19]2[CH:20]=[CH:21][CH:22]=[CH:23][CH:24]=2)[C:25]2[CH:26]=[CH:27][CH:28]=[CH:29][CH:30]=2)[CH2:37][CH2:38]1)=[O:3])[CH3:6]. (9) Given the reactants [CH3:1][CH:2]1[CH2:7][NH:6][CH2:5][CH2:4][NH:3]1.Cl[C:9]1[CH:16]=[CH:15][C:12]([C:13]#[N:14])=[CH:11][N:10]=1, predict the reaction product. The product is: [CH3:1][CH:2]1[NH:3][CH2:4][CH2:5][N:6]([C:9]2[CH:16]=[CH:15][C:12]([C:13]#[N:14])=[CH:11][N:10]=2)[CH2:7]1. (10) Given the reactants [CH2:1]([O:5][CH2:6][CH2:7][O:8][C:9]1[CH:14]=[CH:13][C:12]([C:15]2[CH:20]=[CH:19][C:18]([N:21]3[CH2:25][CH2:24][CH:23]([C:26](O)=[O:27])[CH2:22]3)=[C:17](/[CH:29]=[C:30](\[CH3:51])/[C:31]([NH:33][C:34]3[CH:39]=[CH:38][C:37]([S@:40]([CH2:42][C:43]4[N:47]([CH2:48][CH2:49][CH3:50])[CH:46]=[N:45][CH:44]=4)=[O:41])=[CH:36][CH:35]=3)=[O:32])[CH:16]=2)=[CH:11][CH:10]=1)[CH2:2][CH2:3][CH3:4].[Cl-].C[NH3+].O.O[N:57]1[C:61]2C=CC=CC=2N=N1.Cl.C(N=C=NCCCN(C)C)C, predict the reaction product. The product is: [CH2:1]([O:5][CH2:6][CH2:7][O:8][C:9]1[CH:14]=[CH:13][C:12]([C:15]2[CH:20]=[CH:19][C:18]([N:21]3[CH2:25][CH2:24][CH:23]([C:26]([NH:57][CH3:61])=[O:27])[CH2:22]3)=[C:17](/[CH:29]=[C:30](\[CH3:51])/[C:31]([NH:33][C:34]3[CH:35]=[CH:36][C:37]([S@:40]([CH2:42][C:43]4[N:47]([CH2:48][CH2:49][CH3:50])[CH:46]=[N:45][CH:44]=4)=[O:41])=[CH:38][CH:39]=3)=[O:32])[CH:16]=2)=[CH:11][CH:10]=1)[CH2:2][CH2:3][CH3:4].